This data is from NCI-60 drug combinations with 297,098 pairs across 59 cell lines. The task is: Regression. Given two drug SMILES strings and cell line genomic features, predict the synergy score measuring deviation from expected non-interaction effect. (1) Drug 1: C1C(C(OC1N2C=NC3=C(N=C(N=C32)Cl)N)CO)O. Drug 2: CCC1(CC2CC(C3=C(CCN(C2)C1)C4=CC=CC=C4N3)(C5=C(C=C6C(=C5)C78CCN9C7C(C=CC9)(C(C(C8N6C)(C(=O)OC)O)OC(=O)C)CC)OC)C(=O)OC)O.OS(=O)(=O)O. Cell line: PC-3. Synergy scores: CSS=10.6, Synergy_ZIP=-1.80, Synergy_Bliss=0.798, Synergy_Loewe=-1.83, Synergy_HSA=-0.762. (2) Drug 1: CC1=C(C(=O)C2=C(C1=O)N3CC4C(C3(C2COC(=O)N)OC)N4)N. Drug 2: C1C(C(OC1N2C=NC3=C2NC=NCC3O)CO)O. Cell line: HOP-92. Synergy scores: CSS=-0.637, Synergy_ZIP=-3.35, Synergy_Bliss=-7.02, Synergy_Loewe=-9.48, Synergy_HSA=-7.41. (3) Drug 1: C1=NC2=C(N=C(N=C2N1C3C(C(C(O3)CO)O)O)F)N. Drug 2: CCC1(CC2CC(C3=C(CCN(C2)C1)C4=CC=CC=C4N3)(C5=C(C=C6C(=C5)C78CCN9C7C(C=CC9)(C(C(C8N6C)(C(=O)OC)O)OC(=O)C)CC)OC)C(=O)OC)O.OS(=O)(=O)O. Cell line: HCC-2998. Synergy scores: CSS=33.0, Synergy_ZIP=6.83, Synergy_Bliss=2.03, Synergy_Loewe=1.06, Synergy_HSA=-0.0504. (4) Drug 1: CC1CCC2CC(C(=CC=CC=CC(CC(C(=O)C(C(C(=CC(C(=O)CC(OC(=O)C3CCCCN3C(=O)C(=O)C1(O2)O)C(C)CC4CCC(C(C4)OC)OCCO)C)C)O)OC)C)C)C)OC. Drug 2: CC1C(C(CC(O1)OC2CC(OC(C2O)C)OC3=CC4=CC5=C(C(=O)C(C(C5)C(C(=O)C(C(C)O)O)OC)OC6CC(C(C(O6)C)O)OC7CC(C(C(O7)C)O)OC8CC(C(C(O8)C)O)(C)O)C(=C4C(=C3C)O)O)O)O. Cell line: SF-295. Synergy scores: CSS=20.8, Synergy_ZIP=-4.41, Synergy_Bliss=-0.999, Synergy_Loewe=-1.21, Synergy_HSA=1.64. (5) Drug 1: C1=CC(=CC=C1CCC2=CNC3=C2C(=O)NC(=N3)N)C(=O)NC(CCC(=O)O)C(=O)O. Drug 2: CCCCC(=O)OCC(=O)C1(CC(C2=C(C1)C(=C3C(=C2O)C(=O)C4=C(C3=O)C=CC=C4OC)O)OC5CC(C(C(O5)C)O)NC(=O)C(F)(F)F)O. Cell line: SN12C. Synergy scores: CSS=20.9, Synergy_ZIP=-5.09, Synergy_Bliss=-2.74, Synergy_Loewe=-1.94, Synergy_HSA=-0.531. (6) Drug 1: CCCCC(=O)OCC(=O)C1(CC(C2=C(C1)C(=C3C(=C2O)C(=O)C4=C(C3=O)C=CC=C4OC)O)OC5CC(C(C(O5)C)O)NC(=O)C(F)(F)F)O. Drug 2: CC1C(C(CC(O1)OC2CC(CC3=C2C(=C4C(=C3O)C(=O)C5=CC=CC=C5C4=O)O)(C(=O)C)O)N)O. Cell line: MCF7. Synergy scores: CSS=35.5, Synergy_ZIP=1.82, Synergy_Bliss=1.16, Synergy_Loewe=-9.81, Synergy_HSA=2.37.